From a dataset of Reaction yield outcomes from USPTO patents with 853,638 reactions. Predict the reaction yield, written as a fraction of the theoretical maximum amount of product (1.0 means a 100% yield; for example, 0.34 means a 34% yield). The reactants are [CH2:1]([O:3][C:4](=[O:17])/[CH:5]=[C:6](/[O:8][C:9]1[CH:14]=[CH:13][CH:12]=[C:11]([CH3:15])[C:10]=1[CH3:16])\[CH3:7])[CH3:2].[Br:18]N1C(=O)CCC1=O.C(OOC(=O)C1C=CC=CC=1)(=O)C1C=CC=CC=1. The catalyst is C(Cl)(Cl)(Cl)Cl. The product is [CH2:1]([O:3][C:4](=[O:17])/[CH:5]=[C:6](/[O:8][C:9]1[CH:14]=[CH:13][CH:12]=[C:11]([CH3:15])[C:10]=1[CH3:16])\[CH2:7][Br:18])[CH3:2]. The yield is 0.310.